Predict the product of the given reaction. From a dataset of Forward reaction prediction with 1.9M reactions from USPTO patents (1976-2016). (1) Given the reactants C(OC([N:8]1[CH2:13][CH2:12][N:11]([C:14]2[C:19]([N+:20]([O-:22])=[O:21])=[CH:18][CH:17]=[CH:16][C:15]=2[Cl:23])[CH2:10][CH2:9]1)=O)(C)(C)C.C(Cl)Cl, predict the reaction product. The product is: [Cl:23][C:15]1[CH:16]=[CH:17][CH:18]=[C:19]([N+:20]([O-:22])=[O:21])[C:14]=1[N:11]1[CH2:12][CH2:13][NH:8][CH2:9][CH2:10]1. (2) The product is: [F:17][C:14]1([F:18])[CH2:15][CH2:16][CH:11]([CH:10]=[CH:9][C:7]2[NH:6][C:5]3[CH:19]=[CH:20][C:2]([C:23]4[C:24]([C:28]([F:30])([F:31])[F:29])=[CH:25][CH:26]=[CH:27][C:22]=4[F:21])=[CH:3][C:4]=3[N:8]=2)[CH2:12][CH2:13]1. Given the reactants Br[C:2]1[CH:20]=[CH:19][C:5]2[NH:6][C:7]([CH:9]=[CH:10][CH:11]3[CH2:16][CH2:15][C:14]([F:18])([F:17])[CH2:13][CH2:12]3)=[N:8][C:4]=2[CH:3]=1.[F:21][C:22]1[CH:27]=[CH:26][CH:25]=[C:24]([C:28]([F:31])([F:30])[F:29])[C:23]=1B(O)O.C(=O)([O-])[O-].[Na+].[Na+].C(OCC)(=O)C, predict the reaction product.